From a dataset of Forward reaction prediction with 1.9M reactions from USPTO patents (1976-2016). Predict the product of the given reaction. (1) Given the reactants [F:1][C:2]([F:45])([F:44])[C:3]1[CH:4]=[C:5]([NH:9][C:10](=[O:43])[NH:11][C:12]2[CH:42]=[CH:41][C:15]([C:16]([C:18]3[CH:27]=[C:26]4[C:21]([N:22]=[CH:23][C:24]([CH:28]5[CH2:33][CH2:32][N:31](C(OC(C)(C)C)=O)[CH2:30][CH2:29]5)=[N:25]4)=[CH:20][CH:19]=3)=[O:17])=[CH:14][CH:13]=2)[CH:6]=[CH:7][CH:8]=1.C(O)(C(F)(F)F)=O, predict the reaction product. The product is: [NH:31]1[CH2:32][CH2:33][CH:28]([C:24]2[CH:23]=[N:22][C:21]3[C:26]([N:25]=2)=[CH:27][C:18]([C:16]([C:15]2[CH:14]=[CH:13][C:12]([NH:11][C:10]([NH:9][C:5]4[CH:6]=[CH:7][CH:8]=[C:3]([C:2]([F:45])([F:44])[F:1])[CH:4]=4)=[O:43])=[CH:42][CH:41]=2)=[O:17])=[CH:19][CH:20]=3)[CH2:29][CH2:30]1. (2) Given the reactants [Br:1][C:2]1[CH:3]=[C:4]([CH:23]=[CH:24][C:25]=1[F:26])[CH:5]=[C:6]([C:15]([C:17]1[CH:22]=[CH:21][CH:20]=[CH:19][CH:18]=1)=[O:16])[C:7]([C:9]1[CH:14]=[CH:13][CH:12]=[CH:11][CH:10]=1)=O.[NH:27]1[CH2:32][CH2:31][C:30](=O)[CH2:29][C:28]1=[O:34].C([O-])(=O)C.[NH4+:39], predict the reaction product. The product is: [C:15]([C:6]1[CH:5]([C:4]2[CH:23]=[CH:24][C:25]([F:26])=[C:2]([Br:1])[CH:3]=2)[C:29]2[C:28](=[O:34])[NH:27][CH2:32][CH2:31][C:30]=2[NH:39][C:7]=1[C:9]1[CH:10]=[CH:11][CH:12]=[CH:13][CH:14]=1)(=[O:16])[C:17]1[CH:22]=[CH:21][CH:20]=[CH:19][CH:18]=1.